Dataset: Forward reaction prediction with 1.9M reactions from USPTO patents (1976-2016). Task: Predict the product of the given reaction. (1) Given the reactants [NH2:1][C:2]1[CH:7]=[CH:6][C:5]([N:8]2[CH:13]=[CH:12][C:11]([O:14][CH2:15][C:16]3[CH:21]=[CH:20][C:19]([F:22])=[CH:18][CH:17]=3)=[CH:10][C:9]2=[O:23])=[CH:4][C:3]=1[NH:24][CH3:25].CN(C(ON1N=N[C:36]2C=CC=N[C:35]1=2)=[N+](C)C)C.F[P-](F)(F)(F)(F)F.[C:50](O)(=O)CC.C(N(CC)C(C)C)(C)C.[Cl-].[Cl-].[Ca+2], predict the reaction product. The product is: [CH2:35]([C:25]1[N:24]([CH3:50])[C:3]2[CH:4]=[C:5]([N:8]3[CH:13]=[CH:12][C:11]([O:14][CH2:15][C:16]4[CH:21]=[CH:20][C:19]([F:22])=[CH:18][CH:17]=4)=[CH:10][C:9]3=[O:23])[CH:6]=[CH:7][C:2]=2[N:1]=1)[CH3:36]. (2) Given the reactants C([O:3][C:4](=[O:32])[CH2:5][N:6]1[C:14]2[C:9](=[CH:10][CH:11]=[C:12]([NH:15][CH2:16][CH2:17][CH2:18][C:19]#[C:20][C:21]3[CH:26]=[CH:25][C:24]([O:27][C:28]([F:31])([F:30])[F:29])=[CH:23][CH:22]=3)[CH:13]=2)[CH:8]=[CH:7]1)C.[Li+].[OH-], predict the reaction product. The product is: [F:30][C:28]([F:29])([F:31])[O:27][C:24]1[CH:23]=[CH:22][C:21]([C:20]#[C:19][CH2:18][CH2:17][CH2:16][NH:15][C:12]2[CH:13]=[C:14]3[C:9]([CH:8]=[CH:7][N:6]3[CH2:5][C:4]([OH:32])=[O:3])=[CH:10][CH:11]=2)=[CH:26][CH:25]=1. (3) Given the reactants [I:1][C:2]1[CH:3]=[CH:4][C:5]2[N:6]([C:8]([CH3:13])=[C:9]([CH2:11]O)[N:10]=2)[CH:7]=1.S(Cl)([Cl:16])=O, predict the reaction product. The product is: [Cl:16][CH2:11][C:9]1[N:10]=[C:5]2[CH:4]=[CH:3][C:2]([I:1])=[CH:7][N:6]2[C:8]=1[CH3:13]. (4) Given the reactants [NH2:1][C:2]1[C:7]([NH:8][C:9]2[CH:14]=[CH:13][C:12]([I:15])=[CH:11][C:10]=2[F:16])=[C:6]([CH3:17])[C:5](=[O:18])[N:4]2[CH2:19][CH2:20][O:21][C:3]=12.[CH2:22]([O:29][CH2:30][CH:31]1[CH2:33][CH:32]1[S:34](Cl)(=[O:36])=[O:35])[C:23]1[CH:28]=[CH:27][CH:26]=[CH:25][CH:24]=1, predict the reaction product. The product is: [F:16][C:10]1[CH:11]=[C:12]([I:15])[CH:13]=[CH:14][C:9]=1[NH:8][C:7]1[C:2]([NH:1][S:34]([CH:32]2[CH2:33][CH:31]2[CH2:30][O:29][CH2:22][C:23]2[CH:28]=[CH:27][CH:26]=[CH:25][CH:24]=2)(=[O:36])=[O:35])=[C:3]2[O:21][CH2:20][CH2:19][N:4]2[C:5](=[O:18])[C:6]=1[CH3:17]. (5) Given the reactants [CH2:1]([O:3][C:4]([C:6]1[O:14]C2N=NC=CC=2C=1O)=[O:5])[CH3:2].C(O[C:19](=[O:28])[C:20]1[C:25](Br)=[CH:24][N:23]=[C:22]([Cl:27])[CH:21]=1)C, predict the reaction product. The product is: [CH2:1]([O:3][C:4]([C:6]1[O:14][C:25]2=[CH:24][N:23]=[C:22]([Cl:27])[CH:21]=[C:20]2[C:19]=1[OH:28])=[O:5])[CH3:2].